Dataset: TCR-epitope binding with 47,182 pairs between 192 epitopes and 23,139 TCRs. Task: Binary Classification. Given a T-cell receptor sequence (or CDR3 region) and an epitope sequence, predict whether binding occurs between them. (1) The epitope is TLIGDCATV. The TCR CDR3 sequence is CASSDALIAYNEQFF. Result: 1 (the TCR binds to the epitope). (2) The TCR CDR3 sequence is CASATEQTGELFF. The epitope is VLWAHGFEL. Result: 1 (the TCR binds to the epitope).